Dataset: Forward reaction prediction with 1.9M reactions from USPTO patents (1976-2016). Task: Predict the product of the given reaction. (1) Given the reactants CS([O:5][CH2:6][CH2:7][N:8]1[C:13]2[CH:14]=[CH:15][CH:16]=[CH:17][C:12]=2[O:11][CH2:10][CH2:9]1)(=O)=O.C(=O)([O-])[O-].[K+].[K+].[OH:24][CH:25]([CH2:31][C:32]1[CH:37]=[CH:36][C:35](O)=[CH:34][CH:33]=1)[C:26]([O:28][CH2:29][CH3:30])=[O:27], predict the reaction product. The product is: [O:11]1[C:12]2[CH:17]=[CH:16][CH:15]=[CH:14][C:13]=2[N:8]([CH2:7][CH2:6][O:5][C:35]2[CH:34]=[CH:33][C:32]([CH2:31][CH:25]([OH:24])[C:26]([O:28][CH2:29][CH3:30])=[O:27])=[CH:37][CH:36]=2)[CH2:9][CH2:10]1. (2) Given the reactants Br[C:2]1[CH:8]=[CH:7][C:5]([NH2:6])=[CH:4][C:3]=1[O:9][CH3:10].CC1(C)C(C)(C)OB([C:19]2[CH:20]=[N:21][N:22]([C:24]([O:26][C:27]([CH3:30])([CH3:29])[CH3:28])=[O:25])[CH:23]=2)O1.P([O-])([O-])([O-])=O.[K+].[K+].[K+], predict the reaction product. The product is: [NH2:6][C:5]1[CH:7]=[CH:8][C:2]([C:19]2[CH:20]=[N:21][N:22]([C:24]([O:26][C:27]([CH3:30])([CH3:29])[CH3:28])=[O:25])[CH:23]=2)=[C:3]([O:9][CH3:10])[CH:4]=1. (3) The product is: [Cl:22][C:23]1[CH:28]=[C:27]([C:2]2[N:7]=[C:6]([C:8]([F:11])([F:10])[F:9])[CH:5]=[C:4]([C:12]3[CH:17]=[CH:16][CH:15]=[C:14]([C:18]([F:21])([F:20])[F:19])[CH:13]=3)[N:3]=2)[CH:26]=[CH:25][N:24]=1. Given the reactants Cl[C:2]1[N:7]=[C:6]([C:8]([F:11])([F:10])[F:9])[CH:5]=[C:4]([C:12]2[CH:17]=[CH:16][CH:15]=[C:14]([C:18]([F:21])([F:20])[F:19])[CH:13]=2)[N:3]=1.[Cl:22][C:23]1[CH:28]=[C:27](B(O)O)[CH:26]=[CH:25][N:24]=1, predict the reaction product. (4) Given the reactants [Br:1][C:2]1[CH:3]=[N:4][C:5]2[C:10]([CH:11]=1)=[CH:9][C:8]([CH2:12][C:13]1O[C:16]([NH2:18])=[N:15][N:14]=1)=[CH:7][CH:6]=2.O.[NH2:20][NH2:21], predict the reaction product. The product is: [Br:1][C:2]1[CH:3]=[N:4][C:5]2[C:10]([CH:11]=1)=[CH:9][C:8]([CH2:12][C:13]1[N:20]([NH2:21])[C:16]([NH2:18])=[N:15][N:14]=1)=[CH:7][CH:6]=2. (5) Given the reactants CN1CCOCC1.Cl[C:9]1[N:14]=[C:13](OC)[N:12]=[C:11](OC)[N:10]=1.[C:19]([O:23][C:24]([NH:26][C:27]([CH3:46])([CH3:45])[C:28]([NH:30][C@H:31]([CH2:35][C:36]1[C:44]2[C:39](=[CH:40][CH:41]=[CH:42][CH:43]=2)[NH:38][CH:37]=1)[C:32]([OH:34])=O)=[O:29])=[O:25])([CH3:22])([CH3:21])[CH3:20].Cl.NC1N=C([CH:54]([C:62]2[CH:67]=[CH:66][CH:65]=[CH:64][CH:63]=2)[C:55]([N:57]2[CH2:61][CH2:60][CH2:59][CH2:58]2)=[O:56])NC=1, predict the reaction product. The product is: [NH:38]1[C:39]2[C:44](=[CH:43][CH:42]=[CH:41][CH:40]=2)[C:36]([CH2:35][C@@H:31]([NH:30][C:28](=[O:29])[C:27]([NH:26][C:24]([O:23][C:19]([CH3:21])([CH3:22])[CH3:20])=[O:25])([CH3:45])[CH3:46])[C:32](=[O:34])[NH:10][C:9]2[N:14]=[CH:13][N:12]([CH:54]([C:62]3[CH:63]=[CH:64][CH:65]=[CH:66][CH:67]=3)[C:55](=[O:56])[N:57]3[CH2:58][CH2:59][CH2:60][CH2:61]3)[CH:11]=2)=[CH:37]1. (6) Given the reactants [Cl:1][C:2]1[N:7]=[CH:6][C:5]2[NH:8][CH:9]=[N:10][C:4]=2[CH:3]=1.[H-].[Na+].Cl[CH2:14][C:15]1[CH:20]=[CH:19][C:18]([O:21][CH3:22])=[CH:17][CH:16]=1.O, predict the reaction product. The product is: [Cl:1][C:2]1[N:7]=[CH:6][C:5]2[N:8]([CH2:14][C:15]3[CH:20]=[CH:19][C:18]([O:21][CH3:22])=[CH:17][CH:16]=3)[CH:9]=[N:10][C:4]=2[CH:3]=1.